Dataset: Human liver microsome stability data. Task: Regression/Classification. Given a drug SMILES string, predict its absorption, distribution, metabolism, or excretion properties. Task type varies by dataset: regression for continuous measurements (e.g., permeability, clearance, half-life) or binary classification for categorical outcomes (e.g., BBB penetration, CYP inhibition). Dataset: hlm. (1) The drug is CN(C)CCNC(=O)c1cc(C(C)(C)C)sc1NC(=O)Nc1ccc2[nH]ncc2c1. The result is 0 (unstable in human liver microsomes). (2) The molecule is Cc1cnc2c(C(F)(F)F)cccc2c1-c1cccc(Oc2cccc(S(C)(=O)=O)c2)c1. The result is 0 (unstable in human liver microsomes). (3) The compound is N#Cc1ccc(NC[C@@H]2CCCN2C(=O)C[C@H](N)Cc2cc(F)c(F)cc2F)nc1. The result is 0 (unstable in human liver microsomes). (4) The compound is Nc1ncnc2c1c(Oc1cc(Cl)ccn1)nn2[C@H]1C[C@@H](O)C1. The result is 0 (unstable in human liver microsomes). (5) The drug is CC[C@@H](Cn1cc(C#N)c2ccccc21)NS(=O)(=O)c1c(N)cc(Cl)cc1Cl. The result is 1 (stable in human liver microsomes).